Task: Binary Classification. Given a miRNA mature sequence and a target amino acid sequence, predict their likelihood of interaction.. Dataset: Experimentally validated miRNA-target interactions with 360,000+ pairs, plus equal number of negative samples (1) The miRNA is hsa-miR-514b-5p with sequence UUCUCAAGAGGGAGGCAAUCAU. The protein sequence of the target gene is MSGRGKTGGKARAKAKSRSSRAGLQFPVGRVHRLLRKGHYAERVGAGAPVYLAAVLEYLTAEILELAGNAARDNKKTRIIPRHLQLAIRNDEELNKLLGGVTIAQGGVLPNIQAVLLPKKSSATVGPKAPAVGKKASQASQEY. Result: 0 (no interaction). (2) The miRNA is hsa-miR-3689a-3p with sequence CUGGGAGGUGUGAUAUCGUGGU. The protein sequence of the target gene is MATAVETEACQPTDASWESGGGGDDEMKQALPELESSQQNGGGGGLNIAEPSGGAGREENAGAEAAQSLSHEQPQDSSEAGAAALPRGPEEPERPVRRSFQIPRKSREKKALFQPLTPGSREFEDVVNILHSSYLEPTSVTNFNYRRACLVHNELLEKEFTEKRRELKFDGRLDKELSESYAFLMVDRYQVQTICEKGLHVGQSKITILGSPSMGVYLSRYADLLQANPLDTGAMGDVVIFKIMKGKIKSIYDPMGVKSLESMLNKSALDPTPKHECHVSKNANRITSLLAYRAYELTQY.... Result: 1 (interaction). (3) The miRNA is rno-miR-193a-3p with sequence AACUGGCCUACAAAGUCCCAGU. The protein sequence of the target gene is MAPAAASGGSTLPSGFSVFTTFPDLLFVCEFVFGGLVWILIASSLVPLPLAQGWVMFVSVFCFVATTSLMILYIIGTHGGETSWITLDAAYHCVAALFYLSASVLEALATISMFDGFTYKHYHENIAAVVFAYVVTLIYVVHAVFSLIRWKSS. Result: 0 (no interaction). (4) The miRNA is mmu-miR-466k with sequence UGUGUGUGUACAUGUACAUGUGA. The protein sequence of the target gene is MSCTIEKILTDAKTLLERLREHDAAAESLVDQSAALHRRVAAMREAGAVLPEQYQEDASDVKDMSKYKPHILLSQENTQIRDLQQENRELWVSLEEHQDALELIMSKYRKQMLQLMVAKKAVDAEPVLKAHQSHSAEIESQIDRICEMGAVMRRAVQVDDNQFCKVQERLAQLELENKELRELLSISSESLQVGKESSVAPASQTIK. Result: 1 (interaction). (5) The miRNA is hsa-miR-1973 with sequence ACCGUGCAAAGGUAGCAUA. The protein sequence of the target gene is MAEEVVVVAKFDYVAQQEQELDIKKNERLWLLDDSKSWWRVRNSMNKTGFVPSNYVERKNSARKASIVKNLKDTLGIGKVKRKPSVPDTASPADDSFVDPGERLYDLNMPAFVKFNYMAEREDELSLIKGTKVIVMEKCSDGWWRGSYNGQIGWFPSNYVTEEGDSPLGDHVGSLSEKLAAVVNNLNTGQVLHVVQALYPFSSSNDEELNFEKGDVMDVIEKPENDPEWWKCRKINGMVGLVPKNYVTIMQNNPLTSGLEPSPPQCDYIRPSLTGKFAGNPWYYGKVTRHQAEMALNERG.... Result: 0 (no interaction). (6) The miRNA is hsa-miR-520d-3p with sequence AAAGUGCUUCUCUUUGGUGGGU. The protein sequence of the target gene is METGTAPLVAPPRRHGAPAAPSPPPRGSRAGPVVVVAPGPPVTTATSAPVTLVAPGEARPAWVPGSAETSAPAPAPAPAPAPAVTGSTVVVLTLEASPEAPKPQLPSGPESPEPAAVAGVETSRALAAGADSPKTEEARPSPAPGPGTPTGTPTRTPSRTAPGALTAKPPLAPKPGTTVASGVTARSASGQVTGGHGAAAATSASAGQAPEDPSGPGTGPSGTCEAPVAVVTVTPAPEPAENSQDLGSTSSLGPGISGPRGQAPDTLSYLDSVSLMSGTLESLADDVSSMGSDSEINGLA.... Result: 0 (no interaction). (7) The miRNA is hsa-miR-6894-5p with sequence AGGAGGAUGGAGAGCUGGGCCAGA. The protein sequence of the target gene is MIGDILLFGTLLMNAGAVLNFKLKKKDTQGFGEESREPSTGDNIREFLLSLRYFRIFIALWNIFMMFCMIVLFGS. Result: 1 (interaction). (8) The miRNA is hsa-miR-3646 with sequence AAAAUGAAAUGAGCCCAGCCCA. The protein sequence of the target gene is MMFEYEEDEDPMEQQKHEEFKHHSTDHSGSPQENPFRFSYDTGKRAASMFVTPSSEDLIAYGTKHLLDSPTAVQRSLVLNATTSLNIDCDLSSDDDLSPTTQRKICFCASQNPAETQEQGLRPAKSTLAISFPCHQHQITEDYTISAEIIGIGESGKVMACYQKVTGEKFALKVLRDSQKARREVELHWLTNAHENVVSILDIYENTFDNVKCLLMVVEFLEGGDLLSQFESQGSIPYTEKKVGEIIRQIGNAVMYLHDMNIAHRDIKLENILCSGTGDNCVYKLGDYGFAKRPERNVLM.... Result: 0 (no interaction). (9) Result: 1 (interaction). The protein sequence of the target gene is MDDDLMLALRLQEEWNLQEAERDHAQESLSLVDASWELVDPTPDLQALFVQFNDQFFWGQLEAVEVKWSVRMTLCAGICSYEGKGGMCSIRLSEPLLKLRPRKDLVETLLHEMIHAYLFVTNNDKDREGHGPEFCKHMHRINSLTGANITVYHTFHDEVDEYRRHWWRCNGPCQHRPPYYGYVKRATNREPSAHDYWWAEHQKTCGGTYIKIKEPENYSKKGKGKAKLGKEPVLAAENKDKPNRGEAQLVIPFSGKGYVLGETSNLPSPGKLITSHAINKTQDLLNQNHSANAVRPNSKI.... The miRNA is hsa-miR-506-3p with sequence UAAGGCACCCUUCUGAGUAGA. (10) The miRNA is hsa-miR-7107-3p with sequence UGGUCUGUUCAUUCUCUCUUUUUGGCC. The protein sequence of the target gene is MSRKKTPKSKGASTPAASTLPTANGARPARSGTALSGPDAPPNGPLQPGRPSLGGGVDFYDVAFKVMLVGDSGVGKTCLLVRFKDGAFLAGTFISTVGIDFRNKVLDVDGVKVKLQMWDTAGQERFRSVTHAYYRDAHALLLLYDVTNKASFDNIQAWLTEIHEYAQHDVALMLLGNKVDSAHERVVKREDGEKLAKEYGLPFMETSAKTGLNVDLAFTAIAKELKQRSMKAPSEPRFRLHDYVKREGRGASCCRP. Result: 0 (no interaction).